This data is from Forward reaction prediction with 1.9M reactions from USPTO patents (1976-2016). The task is: Predict the product of the given reaction. (1) The product is: [CH2:11]([C:4]1[S:3][C:2]2[NH:1][C:17](=[O:23])[N:42]([C:34]3[CH:33]=[N:32][C:41]4[C:36]([CH:35]=3)=[CH:37][CH:38]=[CH:39][CH:40]=4)[C:7](=[O:9])[C:6]=2[CH:5]=1)[CH3:12]. Given the reactants [NH2:1][C:2]1[S:3][C:4]([CH2:11][CH3:12])=[CH:5][C:6]=1[C:7]([O:9]C)=O.ClC(Cl)(O[C:17](=[O:23])OC(Cl)(Cl)Cl)Cl.C(N(CC)CC)C.[N:32]1[C:41]2[C:36](=[CH:37][CH:38]=[CH:39][CH:40]=2)[CH:35]=[C:34]([NH2:42])[CH:33]=1, predict the reaction product. (2) Given the reactants [CH2:1]([C@@:8]1([O:15][C@H:14]([CH:16](CC2C=CC=CC=2)[OH:17])[C@:12](CC2C=CC=CC=2)([OH:13])[C@@:10]1([C:32](=[O:34])C)[OH:11])[OH:9])C1C=CC=CC=1, predict the reaction product. The product is: [C:8]([O:15][C@H:14]([C@@H:12]([C@@H:10]([CH2:32][OH:34])[OH:11])[OH:13])[CH:16]=[O:17])(=[O:9])[CH3:1]. (3) Given the reactants FC(F)(F)C(O)=[O:4].[F:8][CH:9]([F:35])[C:10]([NH:12][C@H:13]([CH2:33][F:34])[C@H:14]([OH:32])[C:15]1[CH:20]=[CH:19][C:18]([C:21]2[CH:22]=[N:23][C:24]([C:27]3([OH:31])[CH2:30][O:29][CH2:28]3)=[CH:25][CH:26]=2)=[CH:17][CH:16]=1)=[O:11].N1C=CC=CC=1.[CH2:42]([O:49][P:50]([O:58][CH2:59][C:60]1[CH:65]=[CH:64][CH:63]=[CH:62][CH:61]=1)N(C(C)C)C(C)C)[C:43]1[CH:48]=[CH:47][CH:46]=[CH:45][CH:44]=1.OO.O, predict the reaction product. The product is: [P:50]([O:32][C@H:14]([C:15]1[CH:16]=[CH:17][C:18]([C:21]2[CH:22]=[N:23][C:24]([C:27]3([OH:31])[CH2:30][O:29][CH2:28]3)=[CH:25][CH:26]=2)=[CH:19][CH:20]=1)[C@H:13]([NH:12][C:10](=[O:11])[CH:9]([F:8])[F:35])[CH2:33][F:34])([O:49][CH2:42][C:43]1[CH:44]=[CH:45][CH:46]=[CH:47][CH:48]=1)([O:58][CH2:59][C:60]1[CH:61]=[CH:62][CH:63]=[CH:64][CH:65]=1)=[O:4]. (4) Given the reactants [C:1]([N:9]1[CH2:13][CH2:12][CH2:11][C@H:10]1[CH2:14]O)(=[O:8])[C:2]1[CH:7]=[CH:6][CH:5]=[CH:4][CH:3]=1.C(N(S(F)(F)[F:22])CC)C, predict the reaction product. The product is: [C:1]([N:9]1[CH2:13][CH2:12][CH2:11][C@H:10]1[CH2:14][F:22])(=[O:8])[C:2]1[CH:7]=[CH:6][CH:5]=[CH:4][CH:3]=1. (5) Given the reactants [CH:1]([O:6][CH3:7])([O:4][CH3:5])OC.C1(C)C=CC(S(O)(=O)=O)=CC=1.[CH2:19]([O:26][CH:27]1[CH2:32][CH2:31]C(=O)[CH2:29][CH2:28]1)[C:20]1[CH:25]=[CH:24][CH:23]=[CH:22][CH:21]=1.C(=O)(O)[O-].[Na+], predict the reaction product. The product is: [CH3:7][O:6][C:1]1([O:4][CH3:5])[CH2:29][CH2:28][CH:27]([O:26][CH2:19][C:20]2[CH:21]=[CH:22][CH:23]=[CH:24][CH:25]=2)[CH2:32][CH2:31]1. (6) Given the reactants [NH2:1][C:2]1[S:3][CH2:4][C:5]2([N:21]=1)[C@@H:18]1[C@H:13]([CH2:14][CH:15]([OH:19])[CH2:16][CH2:17]1)[O:12][C:11]1[C:6]2=[CH:7][C:8]([Br:20])=[CH:9][CH:10]=1.[CH3:22][C:23]([O:26][C:27](O[C:27]([O:26][C:23]([CH3:25])([CH3:24])[CH3:22])=[O:28])=[O:28])([CH3:25])[CH3:24], predict the reaction product. The product is: [Br:20][C:8]1[CH:7]=[C:6]2[C:11]([O:12][C@@H:13]3[C@@H:18]([C:5]42[CH2:4][S:3][C:2]([NH:1][C:27](=[O:28])[O:26][C:23]([CH3:25])([CH3:24])[CH3:22])=[N:21]4)[CH2:17][CH2:16][CH:15]([OH:19])[CH2:14]3)=[CH:10][CH:9]=1. (7) Given the reactants [OH-].[K+].C[O:4][C:5]([C:7]1[NH:8][CH:9]=[C:10]([C:19]2[CH:24]=[CH:23][N:22]=[CH:21][CH:20]=2)[C:11]=1[C:12]1[CH:17]=[CH:16][C:15]([F:18])=[CH:14][CH:13]=1)=[O:6].[CH3:25]O, predict the reaction product. The product is: [F:18][C:15]1[CH:16]=[CH:17][C:12]([C:11]2[C:10]([C:19]3[CH:24]=[CH:23][N:22]=[CH:21][CH:20]=3)=[CH:9][N:8]([CH3:25])[C:7]=2[C:5]([OH:4])=[O:6])=[CH:13][CH:14]=1.